This data is from TCR-epitope binding with 47,182 pairs between 192 epitopes and 23,139 TCRs. The task is: Binary Classification. Given a T-cell receptor sequence (or CDR3 region) and an epitope sequence, predict whether binding occurs between them. (1) The epitope is GPGHKARVL. The TCR CDR3 sequence is CASSYSTAGQPQHF. Result: 0 (the TCR does not bind to the epitope). (2) The epitope is TLIGDCATV. The TCR CDR3 sequence is CASSLGRGPNEQFF. Result: 0 (the TCR does not bind to the epitope). (3) The epitope is MLNIPSINV. The TCR CDR3 sequence is CSVELAGGGGNEQFF. Result: 0 (the TCR does not bind to the epitope).